This data is from Reaction yield outcomes from USPTO patents with 853,638 reactions. The task is: Predict the reaction yield, written as a fraction of the theoretical maximum amount of product (1.0 means a 100% yield; for example, 0.34 means a 34% yield). The reactants are [C:1]1(=[O:11])[NH:5][C:4](=[O:6])[C:3]2=[CH:7][CH:8]=[CH:9][CH:10]=[C:2]12.C(O)(=O)C1C(=CC=CC=1)C(O)=[O:16].C1(=O)OC(=O)C2=CC=CC=C12. The catalyst is Cl. The product is [OH:16][N:5]1[C:1](=[O:11])[C:2]2=[CH:10][CH:9]=[CH:8][CH:7]=[C:3]2[C:4]1=[O:6]. The yield is 0.700.